From a dataset of Forward reaction prediction with 1.9M reactions from USPTO patents (1976-2016). Predict the product of the given reaction. Given the reactants C([O:14][C:15]([C:17]1[N:18]2[CH:21]([S:22][CH2:23][C:24]=1[S:25][C:26]1[S:30][N:29]=[N:28][CH:27]=1)[C@H:20]([NH:31][C:32](=[O:62])[C:33]([C:55]1[N:56]=[C:57]([NH2:61])[S:58][C:59]=1[Cl:60])=[N:34][O:35]C(C1C=CC=CC=1)(C1C=CC=CC=1)C1C=CC=CC=1)[C:19]2=[O:63])=[O:16])(C1C=CC=CC=1)C1C=CC=CC=1.C([SiH](CC)CC)C.FC(F)(F)C(O)=O, predict the reaction product. The product is: [NH2:61][C:57]1[S:58][C:59]([Cl:60])=[C:55]([C:33](=[N:34][OH:35])[C:32]([NH:31][C@@H:20]2[C:19](=[O:63])[N:18]3[CH:21]2[S:22][CH2:23][C:24]([S:25][C:26]2[S:30][N:29]=[N:28][CH:27]=2)=[C:17]3[C:15]([OH:16])=[O:14])=[O:62])[N:56]=1.